Task: Predict the product of the given reaction.. Dataset: Forward reaction prediction with 1.9M reactions from USPTO patents (1976-2016) Given the reactants C(NC1C=CC(C2C=C3C(CN([C@@H](C(C)C)C(O)=O)C3=O)=CC=2)=CC=1)(=O)C1C=CC=CC=1.[CH3:33][CH:34]([CH3:70])[C@H:35]([N:40]1[CH2:48][C:47]2[C:42](=[CH:43][C:44]([C:49]3[CH:54]=[CH:53][C:52]([NH:55][C:56]([C:58]4[O:59][C:60]([C:63]5[CH:68]=[CH:67][CH:66]=[CH:65][CH:64]=5)=[CH:61][N:62]=4)=[O:57])=[CH:51][N:50]=3)=[CH:45][CH:46]=2)[C:41]1=[O:69])[C:36]([O:38]C)=[O:37], predict the reaction product. The product is: [CH3:33][CH:34]([CH3:70])[C@H:35]([N:40]1[CH2:48][C:47]2[C:42](=[CH:43][C:44]([C:49]3[CH:54]=[CH:53][C:52]([NH:55][C:56]([C:58]4[O:59][C:60]([C:63]5[CH:68]=[CH:67][CH:66]=[CH:65][CH:64]=5)=[CH:61][N:62]=4)=[O:57])=[CH:51][N:50]=3)=[CH:45][CH:46]=2)[C:41]1=[O:69])[C:36]([OH:38])=[O:37].